From a dataset of Reaction yield outcomes from USPTO patents with 853,638 reactions. Predict the reaction yield, written as a fraction of the theoretical maximum amount of product (1.0 means a 100% yield; for example, 0.34 means a 34% yield). (1) The yield is 0.490. The product is [CH2:13]([C:17]1[N:22]2[N:23]=[CH:24][N:25]=[C:21]2[N:20]([C:26]2[CH:31]=[CH:30][C:29]([O:32][CH:33]([CH3:34])[CH3:35])=[C:28]([F:36])[CH:27]=2)[C:19](=[O:37])[C:18]=1[CH2:38][C:39]1[CH:40]=[CH:41][C:42]([C:45]2[CH:50]=[CH:49][CH:48]=[CH:47][C:46]=2[C:51]2[NH:3][C:4](=[O:7])[O:5][N:52]=2)=[CH:43][CH:44]=1)[CH2:14][CH2:15][CH3:16]. The catalyst is C(OCC)(=O)C. The reactants are [Cl-].O[NH3+:3].[C:4](=[O:7])([O-])[OH:5].[Na+].CS(C)=O.[CH2:13]([C:17]1[N:22]2[N:23]=[CH:24][N:25]=[C:21]2[N:20]([C:26]2[CH:31]=[CH:30][C:29]([O:32][CH:33]([CH3:35])[CH3:34])=[C:28]([F:36])[CH:27]=2)[C:19](=[O:37])[C:18]=1[CH2:38][C:39]1[CH:44]=[CH:43][C:42]([C:45]2[C:46]([C:51]#[N:52])=[CH:47][CH:48]=[CH:49][CH:50]=2)=[CH:41][CH:40]=1)[CH2:14][CH2:15][CH3:16]. (2) The reactants are [C:1]1([CH3:20])[CH:6]=[CH:5][CH:4]=[C:3]([N:7]2[C:11]3[CH:12]=[C:13]([C:18]#[N:19])[C:14]([C:16]#[N:17])=[CH:15][C:10]=3[N:9]=[CH:8]2)[CH:2]=1.[CH2:21](Cl)Cl.[F:24][C:25]([F:32])([F:31])[S:26]([O:29]C)(=[O:28])=[O:27]. The catalyst is CCOCC. The product is [F:24][C:25]([F:32])([F:31])[S:26]([O-:29])(=[O:28])=[O:27].[C:16]([C:14]1[C:13]([C:18]#[N:19])=[CH:12][C:11]2[N:7]([C:3]3[CH:2]=[C:1]([CH3:20])[CH:6]=[CH:5][CH:4]=3)[CH:8]=[N+:9]([CH3:21])[C:10]=2[CH:15]=1)#[N:17]. The yield is 0.830. (3) The reactants are [C:1]([O:5][C:6](=[O:15])[NH:7][C:8]1[CH:13]=[CH:12][CH:11]=[CH:10][C:9]=1[NH2:14])([CH3:4])([CH3:3])[CH3:2].C(N(CC)CC)C.[Cl:23][C:24]1[CH:32]=[CH:31][C:27]([C:28](O)=[O:29])=[CH:26][N:25]=1. The catalyst is CC#N. The product is [Cl:23][C:24]1[CH:32]=[CH:31][C:27]([C:28]([NH:14][C:9]2[CH:10]=[CH:11][CH:12]=[CH:13][C:8]=2[NH:7][C:6](=[O:15])[O:5][C:1]([CH3:4])([CH3:2])[CH3:3])=[O:29])=[CH:26][N:25]=1. The yield is 0.920. (4) The reactants are [C:1]([O:5][C:6](=[O:15])[CH2:7]/[N:8]=[CH:9]/[CH2:10][C:11]([CH3:14])([CH3:13])[CH3:12])([CH3:4])([CH3:3])[CH3:2].[Cl:16][C:17]1[CH:22]=[CH:21][C:20](/[C:23](=[CH:26]/[C:27]2[CH:32]=[CH:31][CH:30]=[C:29]([F:33])[CH:28]=2)/[C:24]#[N:25])=[C:19]([F:34])[CH:18]=1.C(N(CC)CC)C. The catalyst is ClCCl. The product is [C:1]([O:5][C:6]([CH:7]1[CH:26]([C:27]2[CH:32]=[CH:31][CH:30]=[C:29]([F:33])[CH:28]=2)[C:23]([C:20]2[CH:21]=[CH:22][C:17]([Cl:16])=[CH:18][C:19]=2[F:34])([C:24]#[N:25])[CH:9]([CH2:10][C:11]([CH3:14])([CH3:13])[CH3:12])[NH:8]1)=[O:15])([CH3:4])([CH3:3])[CH3:2]. The yield is 0.260. (5) The reactants are [OH:1][C:2]1[C:10]([O:11][CH3:12])=[CH:9][CH:8]=[CH:7][C:3]=1[C:4]([OH:6])=[O:5].[H-].[Na+].[CH2:15](Br)[C:16]1[CH:21]=[CH:20][CH:19]=[CH:18][CH:17]=1.O. The catalyst is CN(C=O)C. The product is [OH:1][C:2]1[C:10]([O:11][CH3:12])=[CH:9][CH:8]=[CH:7][C:3]=1[C:4]([O:6][CH2:15][C:16]1[CH:21]=[CH:20][CH:19]=[CH:18][CH:17]=1)=[O:5]. The yield is 0.610. (6) The reactants are [CH3:1][NH:2][N:3]=[CH:4][C:5](=[O:7])[CH3:6].[CH2:8]([C:10]1[CH:15]=[CH:14][C:13]([C:16](=O)[CH:17]=[O:18])=[CH:12][CH:11]=1)[CH3:9].C(Cl)(Cl)Cl.CCCCCC.C(OCC)(=O)C. The product is [CH2:8]([C:10]1[CH:15]=[CH:14][C:13]([C:16]2[N:2]([CH3:1])[N:3]=[C:4]([C:5](=[O:7])[CH3:6])[C:17]=2[OH:18])=[CH:12][CH:11]=1)[CH3:9]. The catalyst is C(O)(=O)C. The yield is 0.0800. (7) The reactants are Cl.[F:2][C:3]1[CH:20]=[CH:19][C:6]([CH2:7][C:8]2[N:12]=[C:11]([C@H:13]3[CH2:18][CH2:17][CH2:16][NH:15][CH2:14]3)[O:10][N:9]=2)=[CH:5][CH:4]=1.C(N(CC)CC)C.[F:28][C:29]1[CH:37]=[CH:36][C:32]([C:33](Cl)=[O:34])=[CH:31][CH:30]=1.[OH-].[Na+]. The catalyst is ClCCl. The product is [F:2][C:3]1[CH:20]=[CH:19][C:6]([CH2:7][C:8]2[N:12]=[C:11]([C@H:13]3[CH2:18][CH2:17][CH2:16][N:15]([C:33]([C:32]4[CH:36]=[CH:37][C:29]([F:28])=[CH:30][CH:31]=4)=[O:34])[CH2:14]3)[O:10][N:9]=2)=[CH:5][CH:4]=1. The yield is 0.430. (8) The product is [Cl:23][C:21]1[CH:20]=[CH:19][C:18]2[N:14]([CH:11]3[CH2:10][CH2:9][NH:8][CH2:13][CH2:12]3)[C:15](=[O:24])[NH:16][C:17]=2[CH:22]=1. The reactants are C(OC([N:8]1[CH2:13][CH2:12][CH:11]([N:14]2[C:18]3[CH:19]=[CH:20][C:21]([Cl:23])=[CH:22][C:17]=3[NH:16][C:15]2=[O:24])[CH2:10][CH2:9]1)=O)(C)(C)C.O.C(O)(C(F)(F)F)=O. The yield is 0.900. The catalyst is C(Cl)Cl. (9) The reactants are [Br:1][C:2]1[CH:3]=[N:4][C:5](Cl)=[N:6][CH:7]=1.[CH3:9][C:10]1[CH:16]=[CH:15][CH:14]=[C:13]([N+:17]([O-:19])=[O:18])[C:11]=1[NH2:12].CC(C)([O-])C.[K+]. The yield is 0.310. The product is [Br:1][C:2]1[CH:3]=[N:4][C:5]([NH:12][C:11]2[C:13]([N+:17]([O-:19])=[O:18])=[CH:14][CH:15]=[CH:16][C:10]=2[CH3:9])=[N:6][CH:7]=1. The catalyst is CN(C)C=O. (10) The reactants are [N+:1]([C:4]1[CH:5]=[C:6]([CH:8]=[CH:9][CH:10]=1)[NH2:7])([O-:3])=[O:2].[N:11]([O-])=O.[Na+].[Cl:15][Sn]Cl.O. The product is [ClH:15].[N+:1]([C:4]1[CH:5]=[C:6]([NH:7][NH2:11])[CH:8]=[CH:9][CH:10]=1)([O-:3])=[O:2]. The yield is 0.730. The catalyst is O.Cl.